From a dataset of Full USPTO retrosynthesis dataset with 1.9M reactions from patents (1976-2016). Predict the reactants needed to synthesize the given product. (1) The reactants are: [H-].[Na+].[CH3:3][N:4]1[CH:8]2[CH2:9][CH:10]([OH:12])[CH2:11][CH:5]1[CH2:6][CH2:7]2.C(NC1C=C(OC)C=CC=1C1CCC2C(=CC=C(OC)C=2)C1)C.FC1C=C(C=CC=1F)C(Cl)=O.[CH2:47]([N:49]([C:60]1[CH:65]=[C:64]([O:66][CH3:67])[CH:63]=[CH:62][C:61]=1[CH:68]1[CH2:77][CH2:76][C:75]2[C:70](=[CH:71][CH:72]=[C:73]([O:78][CH3:79])[CH:74]=2)[CH2:69]1)[C:50](=[O:59])[C:51]1[CH:56]=[CH:55][C:54](F)=[C:53]([F:58])[CH:52]=1)[CH3:48].C(=O)(O)[O-].[Na+]. Given the product [CH2:47]([N:49]([C:60]1[CH:65]=[C:64]([O:66][CH3:67])[CH:63]=[CH:62][C:61]=1[CH:68]1[CH2:77][CH2:76][C:75]2[C:70](=[CH:71][CH:72]=[C:73]([O:78][CH3:79])[CH:74]=2)[CH2:69]1)[C:50](=[O:59])[C:51]1[CH:56]=[CH:55][C:54]([O:12][CH:10]2[CH2:11][CH:5]3[N:4]([CH3:3])[CH:8]([CH2:7][CH2:6]3)[CH2:9]2)=[C:53]([F:58])[CH:52]=1)[CH3:48], predict the reactants needed to synthesize it. (2) Given the product [NH2:1][C:2]1[C:3]([Cl:11])=[C:4]([CH:7]=[CH:8][C:9]=1[Cl:10])[CH2:5][NH:6][C:14](=[O:15])[C:13]([CH3:18])([CH3:17])[CH3:12], predict the reactants needed to synthesize it. The reactants are: [NH2:1][C:2]1[C:3]([Cl:11])=[C:4]([CH:7]=[CH:8][C:9]=1[Cl:10])[CH2:5][NH2:6].[CH3:12][C:13]([CH3:18])([CH3:17])[C:14](Cl)=[O:15]. (3) Given the product [CH3:1][N:2]1[CH2:8][CH2:7][CH:6]([O:9][C:14]2[CH:23]=[CH:22][C:21]3[C:16](=[CH:17][CH:18]=[CH:19][CH:20]=3)[CH:15]=2)[C:5]2[O:10][CH:11]=[CH:12][C:4]=2[CH2:3]1, predict the reactants needed to synthesize it. The reactants are: [CH3:1][N:2]1[CH2:8][CH2:7][CH:6]([OH:9])[C:5]2[O:10][CH:11]=[CH:12][C:4]=2[CH2:3]1.F[C:14]1[CH:23]=[CH:22][C:21]2[C:16](=[CH:17][CH:18]=[CH:19][CH:20]=2)[CH:15]=1. (4) Given the product [CH3:1][CH2:2][C@H:3]([NH2:7])[C:4]([OH:6])=[O:5].[CH3:1][CH2:2][C@@H:3]([NH2:7])[C:4]([OH:6])=[O:5], predict the reactants needed to synthesize it. The reactants are: [CH3:1][CH2:2][C@@H:3]([NH2:7])[C:4]([OH:6])=[O:5].[OH-].[Na+]. (5) The reactants are: Br[C:2]1[CH:7]=[CH:6][C:5]([C:8]2[O:12][N:11]=[C:10]([CH3:13])[C:9]=2[CH:14]([OH:25])[CH2:15][O:16][CH2:17][CH2:18][C:19]2[CH:24]=[CH:23][CH:22]=[CH:21][CH:20]=2)=[CH:4][CH:3]=1.[CH2:26]([O:28][C:29]([C:31]1([C:34]2[CH:39]=[CH:38][C:37](B3OC(C)(C)C(C)(C)O3)=[CH:36][CH:35]=2)[CH2:33][CH2:32]1)=[O:30])[CH3:27]. Given the product [CH2:26]([O:28][C:29]([C:31]1([C:34]2[CH:39]=[CH:38][C:37]([C:2]3[CH:7]=[CH:6][C:5]([C:8]4[O:12][N:11]=[C:10]([CH3:13])[C:9]=4[CH:14]([OH:25])[CH2:15][O:16][CH2:17][CH2:18][C:19]4[CH:24]=[CH:23][CH:22]=[CH:21][CH:20]=4)=[CH:4][CH:3]=3)=[CH:36][CH:35]=2)[CH2:32][CH2:33]1)=[O:30])[CH3:27], predict the reactants needed to synthesize it.